Task: Predict the reactants needed to synthesize the given product.. Dataset: Full USPTO retrosynthesis dataset with 1.9M reactions from patents (1976-2016) Given the product [CH3:19][O:5][C:4](=[O:6])[C:3]1[CH:7]=[CH:8][CH:9]=[C:10]([N+:11]([O-:13])=[O:12])[C:2]=1[OH:1], predict the reactants needed to synthesize it. The reactants are: [OH:1][C:2]1[C:10]([N+:11]([O-:13])=[O:12])=[CH:9][CH:8]=[CH:7][C:3]=1[C:4]([OH:6])=[O:5].S(=O)(=O)(O)O.[CH3:19]O.